Dataset: Catalyst prediction with 721,799 reactions and 888 catalyst types from USPTO. Task: Predict which catalyst facilitates the given reaction. (1) Reactant: [F:1][C:2]([F:18])([F:17])[C:3]1[CH:8]=[CH:7][C:6]([O:9][C:10]([CH2:15][F:16])([C:13]#[CH:14])[CH2:11][F:12])=[CH:5][CH:4]=1.CCCCCC.C([Li])CCC.Cl[C:31]([O:33][CH3:34])=[O:32]. Product: [F:16][CH2:15][C:10]([CH2:11][F:12])([O:9][C:6]1[CH:7]=[CH:8][C:3]([C:2]([F:17])([F:18])[F:1])=[CH:4][CH:5]=1)[C:13]#[C:14][C:31]([O:33][CH3:34])=[O:32]. The catalyst class is: 27. (2) Reactant: FC(F)(F)C(O)=O.[NH2:8][CH2:9][CH2:10][CH2:11][C:12]1[CH:13]=[CH:14][C:15]2[CH2:21][N:20]([C:22](=[O:30])[C:23]3[CH:28]=[CH:27][C:26]([Cl:29])=[CH:25][CH:24]=3)[CH2:19][C:18](=[O:31])[N:17]([CH2:32][C:33]3[CH:38]=[CH:37][C:36]([C:39]([N:41]4[CH2:45][CH:44]=[CH:43][CH2:42]4)=[O:40])=[CH:35][CH:34]=3)[C:16]=2[CH:46]=1.[CH3:47][S:48](Cl)(=[O:50])=[O:49].C(N(CC)CC)C. Product: [Cl:29][C:26]1[CH:25]=[CH:24][C:23]([C:22]([N:20]2[CH2:21][C:15]3[CH:14]=[CH:13][C:12]([CH2:11][CH2:10][CH2:9][NH:8][S:48]([CH3:47])(=[O:50])=[O:49])=[CH:46][C:16]=3[N:17]([CH2:32][C:33]3[CH:38]=[CH:37][C:36]([C:39]([N:41]4[CH2:45][CH:44]=[CH:43][CH2:42]4)=[O:40])=[CH:35][CH:34]=3)[C:18](=[O:31])[CH2:19]2)=[O:30])=[CH:28][CH:27]=1. The catalyst class is: 4.